This data is from CYP3A4 inhibition data for predicting drug metabolism from PubChem BioAssay. The task is: Regression/Classification. Given a drug SMILES string, predict its absorption, distribution, metabolism, or excretion properties. Task type varies by dataset: regression for continuous measurements (e.g., permeability, clearance, half-life) or binary classification for categorical outcomes (e.g., BBB penetration, CYP inhibition). Dataset: cyp3a4_veith. (1) The result is 0 (non-inhibitor). The drug is CCNc1ncc2nc(C)c(=O)n(CCOC)c2n1. (2) The molecule is CCC(=O)c1ccc(OCc2ccc(C(=O)OC)cc2)c(OC)c1. The result is 1 (inhibitor). (3) The result is 1 (inhibitor). The drug is C=CC[C@@H]1C=C[C@H](O/N=C(\C)CCN2CCCc3nc(C)c(C)cc32)[C@H](CO)O1. (4) The result is 1 (inhibitor). The compound is CCOc1ccc(/C(O)=C2/C(=O)C(=O)N(CCCn3ccnc3)C2c2cccs2)cc1Cl. (5) The compound is CC1CSc2nc3sc4c(c3c(=O)n21)CCCC4. The result is 1 (inhibitor). (6) The drug is CN1CCN(c2cc(-c3ccoc3)ncn2)CC1. The result is 0 (non-inhibitor). (7) The compound is O=C1c2ccccc2-c2cc([N+](=O)[O-])c([N+](=O)[O-])cc21. The result is 1 (inhibitor). (8) The molecule is O=C(c1cnccn1)N1CCC2(CC1)CCN(c1cccc(-c3ccccc3)c1)CC2. The result is 0 (non-inhibitor). (9) The compound is CCn1cc(C(=O)O)c(=O)c2cc(F)c(N3CCNCC3)cc21. The result is 0 (non-inhibitor). (10) The molecule is CCNc1ncc2nc(-c3ccc(F)cc3)c(=O)n(C)c2n1. The result is 0 (non-inhibitor).